Dataset: Reaction yield outcomes from USPTO patents with 853,638 reactions. Task: Predict the reaction yield, written as a fraction of the theoretical maximum amount of product (1.0 means a 100% yield; for example, 0.34 means a 34% yield). (1) The reactants are [NH2:1][C:2]1[CH:3]=[CH:4][C:5]([CH3:17])=[C:6]([CH:16]=1)[C:7]([NH:9][C:10]1[S:14][C:13]([CH3:15])=[N:12][CH:11]=1)=[O:8].[F:18][C:19]1[CH:20]=[C:21]([CH:25]=[C:26]([C:28]([F:31])([F:30])[F:29])[CH:27]=1)[C:22](O)=[O:23].CN(C(ON1N=NC2C=CC=NC1=2)=[N+](C)C)C.F[P-](F)(F)(F)(F)F.N1C=CC=CC=1. The catalyst is CN(C=O)C.CCOC(C)=O. The product is [F:18][C:19]1[CH:20]=[C:21]([CH:25]=[C:26]([C:28]([F:29])([F:30])[F:31])[CH:27]=1)[C:22]([NH:1][C:2]1[CH:3]=[CH:4][C:5]([CH3:17])=[C:6]([CH:16]=1)[C:7]([NH:9][C:10]1[S:14][C:13]([CH3:15])=[N:12][CH:11]=1)=[O:8])=[O:23]. The yield is 0.680. (2) The catalyst is C1COCC1.CCOCC. The product is [OH:17][CH2:16][C:13]1[CH:14]=[CH:15][C:10]2[C:9]3[C:19]([O:27][CH3:28])=[C:20]([O:25][CH3:26])[C:21]([O:23][CH3:24])=[CH:22][C:8]=3[CH2:7][CH2:6][C@H:5]([NH:4][C:1](=[O:3])[CH3:2])[C:11]=2[CH:12]=1.[CH2:1]([NH:4][C@@H:5]1[C:11]2[CH:12]=[C:13]([CH2:16][OH:17])[CH:14]=[CH:15][C:10]=2[C:9]2[C:19]([O:27][CH3:28])=[C:20]([O:25][CH3:26])[C:21]([O:23][CH3:24])=[CH:22][C:8]=2[CH2:7][CH2:6]1)[CH3:2]. The reactants are [C:1]([NH:4][C@@H:5]1[C:11]2[CH:12]=[C:13]([C:16]([O-])=[O:17])[CH:14]=[CH:15][C:10]=2[C:9]2[C:19]([O:27][CH3:28])=[C:20]([O:25][CH3:26])[C:21]([O:23][CH3:24])=[CH:22][C:8]=2[CH2:7][CH2:6]1)(=[O:3])[CH3:2].[H-].[Al+3].[Li+].[H-].[H-].[H-].O. The yield is 0.330.